From a dataset of Forward reaction prediction with 1.9M reactions from USPTO patents (1976-2016). Predict the product of the given reaction. (1) Given the reactants [CH3:1][O:2][C:3]([C:5]1[N:6]=[CH:7][C:8]2[C:13]([C:14]=1[OH:15])=[CH:12][CH:11]=[C:10]([O:16][C:17]1[CH:22]=[CH:21][CH:20]=[CH:19][CH:18]=1)[CH:9]=2)=[O:4].[Br:23]N1C(=O)CCC1=O, predict the reaction product. The product is: [CH3:1][O:2][C:3]([C:5]1[N:6]=[C:7]([Br:23])[C:8]2[C:13]([C:14]=1[OH:15])=[CH:12][CH:11]=[C:10]([O:16][C:17]1[CH:22]=[CH:21][CH:20]=[CH:19][CH:18]=1)[CH:9]=2)=[O:4]. (2) Given the reactants Cl[C:2]1[C:7]([N+:8]([O-])=O)=[C:6]([CH3:11])[CH:5]=[CH:4][N:3]=1.[C:12]1([NH:18][C:19](=O)[CH3:20])[CH:17]=[CH:16][CH:15]=[CH:14][CH:13]=1, predict the reaction product. The product is: [CH3:20][C:19]1[N:18]([C:12]2[CH:17]=[CH:16][CH:15]=[CH:14][CH:13]=2)[C:2]2=[N:3][CH:4]=[CH:5][C:6]([CH3:11])=[C:7]2[N:8]=1. (3) Given the reactants [CH3:1][O:2][C:3]([C@H:5](OS(C(F)(F)F)(=O)=O)[CH2:6][N:7]([C:12]1[CH:17]=[CH:16][C:15]([O:18][C:19]2[CH:24]=[CH:23][C:22]([C:25]([F:28])([F:27])[F:26])=[CH:21][CH:20]=2)=[CH:14][CH:13]=1)[S:8]([CH3:11])(=[O:10])=[O:9])=[O:4].[CH3:37][NH:38][CH2:39][CH2:40][CH2:41][Cl:42], predict the reaction product. The product is: [Cl:42][CH2:41][CH2:40][CH2:39][N:38]([C@H:5]([C:3]([O:2][CH3:1])=[O:4])[CH2:6][N:7]([C:12]1[CH:13]=[CH:14][C:15]([O:18][C:19]2[CH:24]=[CH:23][C:22]([C:25]([F:28])([F:26])[F:27])=[CH:21][CH:20]=2)=[CH:16][CH:17]=1)[S:8]([CH3:11])(=[O:9])=[O:10])[CH3:37]. (4) Given the reactants [C:1]([CH:3]([CH:7]1[C:11]([Cl:12])=[C:10](Cl)C(=O)O1)[C:4]([NH2:6])=[O:5])#[N:2].Cl.[Cl:16][C:17]1[CH:18]=[C:19]([CH2:27][NH2:28])[CH:20]=[C:21]([S:23]([CH3:26])(=[O:25])=[O:24])[CH:22]=1.C(=O)([O-])[O-].[K+].[K+].[OH-].[Na+], predict the reaction product. The product is: [ClH:12].[Cl:12][C:11]1[CH:7]=[C:3]([C:4]([NH2:6])=[O:5])[C:1](=[NH:2])[N:28]([CH2:27][C:19]2[CH:20]=[C:21]([S:23]([CH3:26])(=[O:25])=[O:24])[CH:22]=[C:17]([Cl:16])[CH:18]=2)[CH:10]=1. (5) The product is: [NH:10]([C:6]1[CH:5]=[CH:4][NH:3][C:2](=[O:1])[CH:7]=1)[NH2:11]. Given the reactants [OH:1][C:2]1[CH:7]=[C:6](O)[CH:5]=[CH:4][N:3]=1.O.[NH2:10][NH2:11], predict the reaction product. (6) Given the reactants [NH:1]1[C:7]2[CH:8]=[CH:9][CH:10]=[CH:11][C:6]=2[CH2:5][N:4]([C:12]([O:14][C:15]([CH3:18])([CH3:17])[CH3:16])=[O:13])[CH2:3][CH2:2]1.C(N(CC)CC)C.[CH3:26][C:27]([CH3:32])=[CH:28][C:29](Cl)=[O:30], predict the reaction product. The product is: [CH3:26][C:27]([CH3:32])=[CH:28][C:29]([N:1]1[C:7]2[CH:8]=[CH:9][CH:10]=[CH:11][C:6]=2[CH2:5][N:4]([C:12]([O:14][C:15]([CH3:18])([CH3:17])[CH3:16])=[O:13])[CH2:3][CH2:2]1)=[O:30]. (7) Given the reactants [S:1]1[CH:5]=[CH:4][CH:3]=[C:2]1[S:6]([NH:9][C:10]1[CH:11]=[CH:12][CH:13]=[C:14]2[C:18]=1[NH:17][C:16]([C:19]([OH:21])=O)=[CH:15]2)(=[O:8])=[O:7].[N:22]1(O)C2C=CC=CC=2N=[N:23]1.Cl.CN(C)CCCN=C=NCC.O.NN, predict the reaction product. The product is: [NH:22]([C:19]([C:16]1[NH:17][C:18]2[C:14]([CH:15]=1)=[CH:13][CH:12]=[CH:11][C:10]=2[NH:9][S:6]([C:2]1[S:1][CH:5]=[CH:4][CH:3]=1)(=[O:7])=[O:8])=[O:21])[NH2:23].